From a dataset of Reaction yield outcomes from USPTO patents with 853,638 reactions. Predict the reaction yield, written as a fraction of the theoretical maximum amount of product (1.0 means a 100% yield; for example, 0.34 means a 34% yield). (1) The product is [NH2:11][C:9]1[C:10]2=[C:2]([C:39]3[CH:38]=[CH:37][C:36]([NH:35][C:33]([NH:32][C:23]4[CH:24]=[C:25]([C:28]([F:29])([F:31])[F:30])[CH:26]=[CH:27][C:22]=4[F:21])=[O:34])=[CH:41][CH:40]=3)[C:3]([CH3:20])=[C:4]([CH2:12][N:13]3[CH2:19][CH2:18][CH2:17][O:16][CH2:15][CH2:14]3)[N:5]2[N:6]=[CH:7][N:8]=1. The yield is 0.150. The catalyst is O1CCOCC1.[Pd].C1(P(C2C=CC=CC=2)C2C=CC=CC=2)C=CC=CC=1.C1(P(C2C=CC=CC=2)C2C=CC=CC=2)C=CC=CC=1.C1(P(C2C=CC=CC=2)C2C=CC=CC=2)C=CC=CC=1.C1(P(C2C=CC=CC=2)C2C=CC=CC=2)C=CC=CC=1. The reactants are Br[C:2]1[C:3]([CH3:20])=[C:4]([CH2:12][N:13]2[CH2:19][CH2:18][CH2:17][O:16][CH2:15][CH2:14]2)[N:5]2[C:10]=1[C:9]([NH2:11])=[N:8][CH:7]=[N:6]2.[F:21][C:22]1[CH:27]=[CH:26][C:25]([C:28]([F:31])([F:30])[F:29])=[CH:24][C:23]=1[NH:32][C:33]([NH:35][C:36]1[CH:41]=[CH:40][C:39](B2OC(C)(C)C(C)(C)O2)=[CH:38][CH:37]=1)=[O:34].C([O-])([O-])=O.[K+].[K+].O. (2) The reactants are Br[C:2]1[CH:3]=[CH:4][C:5]([N+:8]([O-:10])=[O:9])=[N:6][CH:7]=1.[CH3:11][CH:12]1[O:17][CH:16]([CH3:18])[CH2:15][NH:14][CH2:13]1.C(=O)([O-])[O-].[K+].[K+]. The catalyst is [I-].C([N+](CCCC)(CCCC)CCCC)CCC.CS(C)=O.C(OCC)(=O)C. The product is [CH3:18][CH:16]1[O:17][CH:12]([CH3:11])[CH2:13][N:14]([C:2]2[CH:7]=[N:6][C:5]([N+:8]([O-:10])=[O:9])=[CH:4][CH:3]=2)[CH2:15]1. The yield is 0.780. (3) The reactants are [OH:1][C:2]1[CH:11]=[CH:10][C:5]([C:6]([O:8][CH3:9])=[O:7])=[CH:4][C:3]=1I.[C:13]([C:15]1[CH:16]=[C:17]([O:21][CH3:22])[CH:18]=[CH:19][CH:20]=1)#[CH:14].CN(C)C(N(C)C)=N. The catalyst is CN(C)C=O.C(OCC)(=O)C.Cl[Pd](Cl)([P](C1C=CC=CC=1)(C1C=CC=CC=1)C1C=CC=CC=1)[P](C1C=CC=CC=1)(C1C=CC=CC=1)C1C=CC=CC=1.[Cu]I. The product is [CH3:22][O:21][C:17]1[CH:16]=[C:15]([C:13]2[O:1][C:2]3[CH:11]=[CH:10][C:5]([C:6]([O:8][CH3:9])=[O:7])=[CH:4][C:3]=3[CH:14]=2)[CH:20]=[CH:19][CH:18]=1. The yield is 0.910. (4) The reactants are [N+:1]([C:4]1[CH:5]=[C:6]2[CH2:12][C@@:11]3([CH:17]4[CH2:18][CH2:19][N:14]([CH2:15][CH2:16]4)[CH2:13]3)[O:10][C:7]2=[N:8][CH:9]=1)([O-])=O. The catalyst is CO. The product is [NH2:1][C:4]1[CH:5]=[C:6]2[CH2:12][C@@:11]3([CH:17]4[CH2:16][CH2:15][N:14]([CH2:19][CH2:18]4)[CH2:13]3)[O:10][C:7]2=[N:8][CH:9]=1. The yield is 0.920.